From a dataset of Full USPTO retrosynthesis dataset with 1.9M reactions from patents (1976-2016). Predict the reactants needed to synthesize the given product. (1) Given the product [OH:1][C:2]1[CH:12]=[CH:11][C:5]([CH:6]=[CH:7][C:8]([O:10][CH2:15][CH:16]=[CH:17][CH3:18])=[O:9])=[CH:4][C:3]=1[O:13][CH3:14], predict the reactants needed to synthesize it. The reactants are: [OH:1][C:2]1[CH:12]=[CH:11][C:5]([CH:6]=[CH:7][C:8]([OH:10])=[O:9])=[CH:4][C:3]=1[O:13][CH3:14].[CH2:15](O)[CH:16]=[CH:17][CH3:18]. (2) Given the product [CH3:33][N:32]([CH3:34])[C:30]([C:27]1[CH:26]=[N:25][C:24]([O:22][C:12]2[CH:13]=[C:14]([O:16][C@H:17]3[CH2:21][CH2:20][O:19][CH2:18]3)[CH:15]=[C:10]([C:6]3[NH:5][C:4]4[C:8]([N:7]=3)=[CH:9][N:1]=[CH:2][N:3]=4)[CH:11]=2)=[CH:29][N:28]=1)=[O:31], predict the reactants needed to synthesize it. The reactants are: [N:1]1[CH:9]=[C:8]2[C:4]([NH:5][C:6]([C:10]3[CH:11]=[C:12]([OH:22])[CH:13]=[C:14]([O:16][C@H:17]4[CH2:21][CH2:20][O:19][CH2:18]4)[CH:15]=3)=[N:7]2)=[N:3][CH:2]=1.Cl[C:24]1[N:25]=[CH:26][C:27]([C:30]([N:32]([CH3:34])[CH3:33])=[O:31])=[N:28][CH:29]=1.C(=O)([O-])[O-].[K+].[K+]. (3) The reactants are: C([O:4][C@H:5]1[C@H:10]([O:11]C(=O)C)[C@@H:9]([O:15]C(=O)C)[C@H:8]([C:19]2[S:20][C:21]([CH2:26][C:27]3[CH:32]=[CH:31][C:30]([CH2:33][CH3:34])=[CH:29][CH:28]=3)=[C:22]([CH3:25])[C:23]=2[CH3:24])[O:7][C@@H:6]1[CH2:35][O:36]C(=O)C)(=O)C.C[O-].[Na+].CC(O)=O. Given the product [CH2:33]([C:30]1[CH:31]=[CH:32][C:27]([CH2:26][C:21]2[S:20][C:19]([C@H:8]3[C@H:9]([OH:15])[C@@H:10]([OH:11])[C@H:5]([OH:4])[C@@H:6]([CH2:35][OH:36])[O:7]3)=[C:23]([CH3:24])[C:22]=2[CH3:25])=[CH:28][CH:29]=1)[CH3:34], predict the reactants needed to synthesize it. (4) Given the product [Br:1][C:2]1[N:7]=[C:6]([F:8])[C:5]2[O:9][C:10]3[C:15]([C:16](=[CH2:25])[C:4]=2[CH:3]=1)=[CH:14][C:13]([C:18]1[C:19]([F:24])=[N:20][CH:21]=[CH:22][CH:23]=1)=[CH:12][CH:11]=3, predict the reactants needed to synthesize it. The reactants are: [Br:1][C:2]1[N:7]=[C:6]([F:8])[C:5]2[O:9][C:10]3[C:15]([C:16](=O)[C:4]=2[CH:3]=1)=[CH:14][C:13]([C:18]1[C:19]([F:24])=[N:20][CH:21]=[CH:22][CH:23]=1)=[CH:12][CH:11]=3.[CH3:25][Mg]Br.Cl. (5) The reactants are: [OH:1][C:2]1[CH:3]=[C:4]([CH:9]=[CH:10][C:11]([OH:13])=[O:12])[CH:5]=[CH:6][C:7]=1[OH:8].S(Cl)(Cl)=O.[CH2:18](O)[CH3:19]. Given the product [CH2:18]([O:12][C:11](=[O:13])[CH:10]=[CH:9][C:4]1[CH:5]=[CH:6][C:7]([OH:8])=[C:2]([OH:1])[CH:3]=1)[CH3:19], predict the reactants needed to synthesize it. (6) Given the product [F:1][C:2]1[C:7]([NH:8][CH2:9][C:10]2[CH:15]=[C:14]([C:16]3[CH:21]=[CH:20][CH:19]=[C:18]([F:22])[CH:17]=3)[CH:13]=[CH:12][C:11]=2[CH3:23])=[C:6]([F:24])[CH:5]=[CH:4][C:3]=1[O:25][CH2:33][C:34]([O:36][CH2:37][CH3:38])=[O:35], predict the reactants needed to synthesize it. The reactants are: [F:1][C:2]1[C:7]([NH:8][CH2:9][C:10]2[CH:15]=[C:14]([C:16]3[CH:21]=[CH:20][CH:19]=[C:18]([F:22])[CH:17]=3)[CH:13]=[CH:12][C:11]=2[CH3:23])=[C:6]([F:24])[CH:5]=[CH:4][C:3]=1[OH:25].C([O-])([O-])=O.[Cs+].[Cs+].Br[CH2:33][C:34]([O:36][CH2:37][CH3:38])=[O:35]. (7) Given the product [N:19]1([C:17]2[CH:16]=[CH:15][N:14]=[C:13]([NH:12][C@H:9]3[CH2:8][CH2:7][C@H:6]([C:4]([OH:5])=[O:3])[CH2:11][CH2:10]3)[N:18]=2)[C:27]2[C:22](=[CH:23][CH:24]=[CH:25][CH:26]=2)[CH:21]=[N:20]1, predict the reactants needed to synthesize it. The reactants are: C([O:3][C:4]([C@H:6]1[CH2:11][CH2:10][C@H:9]([NH:12][C:13]2[N:18]=[C:17]([N:19]3[C:27]4[C:22](=[CH:23][CH:24]=[CH:25][CH:26]=4)[CH:21]=[N:20]3)[CH:16]=[CH:15][N:14]=2)[CH2:8][CH2:7]1)=[O:5])C.[OH-].[Na+].C1COCC1.Cl. (8) Given the product [N:80]([C@@H:9]1[C@@H:8]2[C@@H:32]([O:3][CH2:4][CH2:5][C@@H:6]2[OH:7])[O:11][CH2:10]1)=[N+:81]=[N-:82], predict the reactants needed to synthesize it. The reactants are: CC1(C)[O:7][C@H:6]([C@@H:8]([CH:32]=C)[C@H:9](O)[CH2:10][O:11]C(C2C=CC=CC=2)(C2C=CC=CC=2)C2C=CC=CC=2)[CH2:5][CH2:4][O:3]1.C1(P(C2C=CC=CC=2)C2C=CC=CC=2)C=CC=CC=1.CCOC(/N=N/C(OCC)=O)=O.C1(P([N:80]=[N+:81]=[N-:82])(C2C=CC=CC=2)=O)C=CC=CC=1.